From a dataset of NCI-60 drug combinations with 297,098 pairs across 59 cell lines. Regression. Given two drug SMILES strings and cell line genomic features, predict the synergy score measuring deviation from expected non-interaction effect. Drug 1: CCC1(CC2CC(C3=C(CCN(C2)C1)C4=CC=CC=C4N3)(C5=C(C=C6C(=C5)C78CCN9C7C(C=CC9)(C(C(C8N6C=O)(C(=O)OC)O)OC(=O)C)CC)OC)C(=O)OC)O.OS(=O)(=O)O. Drug 2: C1CNP(=O)(OC1)N(CCCl)CCCl. Cell line: HCT-15. Synergy scores: CSS=-10.2, Synergy_ZIP=3.77, Synergy_Bliss=1.55, Synergy_Loewe=-6.56, Synergy_HSA=-6.52.